Dataset: Peptide-MHC class I binding affinity with 185,985 pairs from IEDB/IMGT. Task: Regression. Given a peptide amino acid sequence and an MHC pseudo amino acid sequence, predict their binding affinity value. This is MHC class I binding data. (1) The MHC is HLA-A02:01 with pseudo-sequence HLA-A02:01. The peptide sequence is TLFDWGFAL. The binding affinity (normalized) is 1.00. (2) The peptide sequence is LAYFPVFRFLNGS. The MHC is HLA-B45:01 with pseudo-sequence HLA-B45:01. The binding affinity (normalized) is 0. (3) The peptide sequence is ILLARLFLY. The MHC is HLA-A23:01 with pseudo-sequence HLA-A23:01. The binding affinity (normalized) is 0.377. (4) The peptide sequence is MVLAFITFL. The MHC is HLA-A68:02 with pseudo-sequence HLA-A68:02. The binding affinity (normalized) is 0.727. (5) The peptide sequence is VISKIYTLI. The MHC is HLA-A02:02 with pseudo-sequence HLA-A02:02. The binding affinity (normalized) is 0.769. (6) The peptide sequence is RTWAYHGSY. The MHC is BoLA-T2a with pseudo-sequence BoLA-T2a. The binding affinity (normalized) is 0.0641.